Dataset: M1 muscarinic receptor antagonist screen with 61,756 compounds. Task: Binary Classification. Given a drug SMILES string, predict its activity (active/inactive) in a high-throughput screening assay against a specified biological target. (1) The drug is Brc1c(NC(=O)c2c3c(c(N4CCN(CC4)CC)nc2)cccc3)c(F)cc(F)c1. The result is 1 (active). (2) The drug is S(=O)(=O)(N1CC(CCC1)C(=O)Nc1c(OCC)cccc1)c1cc(c(OC)cc1)C. The result is 0 (inactive).